Dataset: Peptide-MHC class I binding affinity with 185,985 pairs from IEDB/IMGT. Task: Regression. Given a peptide amino acid sequence and an MHC pseudo amino acid sequence, predict their binding affinity value. This is MHC class I binding data. (1) The peptide sequence is LKQVYFES. The MHC is H-2-Kb with pseudo-sequence H-2-Kb. The binding affinity (normalized) is 0.0206. (2) The peptide sequence is STLNFNNLH. The MHC is HLA-B18:01 with pseudo-sequence HLA-B18:01. The binding affinity (normalized) is 0. (3) The peptide sequence is EKEGKISKI. The MHC is HLA-B07:02 with pseudo-sequence HLA-B07:02. The binding affinity (normalized) is 0.